From a dataset of Catalyst prediction with 721,799 reactions and 888 catalyst types from USPTO. Predict which catalyst facilitates the given reaction. (1) Reactant: [C:1]([C:5]1[CH:6]=[C:7]2[C:12](=[CH:13][N:14]=1)[C:11](=[O:15])[N:10]([C:16]1[CH:23]=[CH:22][CH:21]=[C:20]([C:24]3[CH:29]=[C:28]([NH:30][C:31]4[CH:36]=[CH:35][C:34]([C:37]([N:39]5[CH2:44][CH2:43][O:42][CH2:41][CH2:40]5)=[O:38])=[CH:33][N:32]=4)[C:27](=[O:45])[N:26]([CH3:46])[CH:25]=3)[C:17]=1[CH:18]=[O:19])[CH2:9][CH2:8]2)([CH3:4])([CH3:3])[CH3:2].[BH4-].[Na+].C[OH:50].[CH2:51]([Cl:53])[Cl:52]. Product: [CH2:51]([Cl:53])[Cl:52].[CH3:11][OH:15].[NH4+:10].[OH-:50].[C:1]([C:5]1[CH:6]=[C:7]2[C:12](=[CH:13][N:14]=1)[C:11](=[O:15])[N:10]([C:16]1[CH:23]=[CH:22][CH:21]=[C:20]([C:24]3[CH:29]=[C:28]([NH:30][C:31]4[CH:36]=[CH:35][C:34]([C:37]([N:39]5[CH2:44][CH2:43][O:42][CH2:41][CH2:40]5)=[O:38])=[CH:33][N:32]=4)[C:27](=[O:45])[N:26]([CH3:46])[CH:25]=3)[C:17]=1[CH2:18][OH:19])[CH2:9][CH2:8]2)([CH3:4])([CH3:2])[CH3:3]. The catalyst class is: 6. (2) Reactant: [Cl:1][C:2]1[C:7](/[N:8]=N/C2C=CC(C)=CC=2)=[C:6]([Cl:17])[N:5]=[C:4]([S:18][CH2:19][CH2:20][CH3:21])[N:3]=1. Product: [Cl:1][C:2]1[C:7]([NH2:8])=[C:6]([Cl:17])[N:5]=[C:4]([S:18][CH2:19][CH2:20][CH3:21])[N:3]=1. The catalyst class is: 612. (3) The catalyst class is: 5. Product: [CH3:3][CH:2]([CH2:4][N:5]1[C:9]2[C:10]3[CH:11]=[CH:12][CH:13]=[CH:14][C:15]=3[N:16]=[C:17]([NH2:18])[C:8]=2[N:7]=[CH:6]1)[CH3:1].[CH:19]([O-:21])=[O:20]. Reactant: [CH3:1][CH:2]([CH2:4][N:5]1[C:9]2[C:10]3[CH:11]=[CH:12][CH:13]=[CH:14][C:15]=3[N:16]=[C:17]([NH2:18])[C:8]=2[N:7]=[CH:6]1)[CH3:3].[CH:19]([OH:21])=[O:20]. (4) Reactant: [Br:1]N1C(=O)CCC1=O.[CH2:9]([N:13]1[C:17]([CH2:18][OH:19])=[CH:16][N:15]=[C:14]1[C:20]1[CH:25]=[CH:24][CH:23]=[CH:22][CH:21]=1)[CH2:10][CH2:11][CH3:12].O. Product: [CH2:9]([N:13]1[C:17]([CH2:18][OH:19])=[C:16]([Br:1])[N:15]=[C:14]1[C:20]1[CH:21]=[CH:22][CH:23]=[CH:24][CH:25]=1)[CH2:10][CH2:11][CH3:12]. The catalyst class is: 10. (5) Reactant: C(OP(C#N)(=O)OCC)C.C(N(CC)CC)C.[CH2:18]([O:25][C:26]1[CH:34]=[CH:33][C:29]([C:30]([OH:32])=O)=[CH:28][CH:27]=1)[C:19]1[CH:24]=[CH:23][CH:22]=[CH:21][CH:20]=1.[C:35](#[N:39])[CH2:36][C:37]#[N:38]. Product: [CH2:18]([O:25][C:26]1[CH:27]=[CH:28][C:29]([C:30]([CH:36]([C:35]#[N:39])[C:37]#[N:38])=[O:32])=[CH:33][CH:34]=1)[C:19]1[CH:20]=[CH:21][CH:22]=[CH:23][CH:24]=1. The catalyst class is: 3. (6) Reactant: Cl[C:2]1[C:3]([NH:12][S:13]([C:16]2[CH:20]=[CH:19][N:18]([CH3:21])[N:17]=2)(=[O:15])=[O:14])=[N:4][C:5]2[C:10]([N:11]=1)=[CH:9][CH:8]=[CH:7][CH:6]=2.[NH2:22][C:23]1[CH:33]=[C:32]([O:34][CH3:35])[CH:31]=[C:30]([O:36][CH3:37])[C:24]=1[O:25][CH2:26][CH2:27][CH2:28][OH:29].N1C(C)=CC=CC=1C. Product: [OH:29][CH2:28][CH2:27][CH2:26][O:25][C:24]1[C:30]([O:36][CH3:37])=[CH:31][C:32]([O:34][CH3:35])=[CH:33][C:23]=1[NH:22][C:2]1[C:3]([NH:12][S:13]([C:16]2[CH:20]=[CH:19][N:18]([CH3:21])[N:17]=2)(=[O:15])=[O:14])=[N:4][C:5]2[C:10]([N:11]=1)=[CH:9][CH:8]=[CH:7][CH:6]=2. The catalyst class is: 259. (7) Reactant: [NH2:1][C:2]1[CH:3]=[C:4]([CH:16]=[CH:17][CH:18]=1)[O:5][CH2:6][CH2:7][NH:8][C:9](=[O:15])[O:10][C:11]([CH3:14])([CH3:13])[CH3:12].[CH3:19][CH:20]([S:24](Cl)(=[O:26])=[O:25])[CH2:21][CH2:22][CH3:23]. Product: [CH3:19][CH:20]([S:24]([NH:1][C:2]1[CH:3]=[C:4]([CH:16]=[CH:17][CH:18]=1)[O:5][CH2:6][CH2:7][NH:8][C:9](=[O:15])[O:10][C:11]([CH3:14])([CH3:13])[CH3:12])(=[O:26])=[O:25])[CH2:21][CH2:22][CH3:23]. The catalyst class is: 377.